This data is from Catalyst prediction with 721,799 reactions and 888 catalyst types from USPTO. The task is: Predict which catalyst facilitates the given reaction. (1) The catalyst class is: 1. Reactant: [CH3:1][C:2]1([CH3:16])[C:6]([CH3:8])([CH3:7])[O:5][B:4]([C:9]2[CH:10]=[C:11]([OH:15])[CH:12]=[CH:13][CH:14]=2)[O:3]1.O[CH:18]1[CH2:23][CH2:22][N:21]([C:24]([O:26][C:27]([CH3:30])([CH3:29])[CH3:28])=[O:25])[CH2:20][CH2:19]1.C1(P(C2C=CC=CC=2)C2C=CC=CC=2)C=CC=CC=1.N(/C(N1CCCCC1)=O)=N\C(N1CCCCC1)=O. Product: [CH3:8][C:6]1([CH3:7])[C:2]([CH3:16])([CH3:1])[O:3][B:4]([C:9]2[CH:10]=[C:11]([CH:12]=[CH:13][CH:14]=2)[O:15][CH:18]2[CH2:23][CH2:22][N:21]([C:24]([O:26][C:27]([CH3:30])([CH3:29])[CH3:28])=[O:25])[CH2:20][CH2:19]2)[O:5]1. (2) Reactant: [Si]([O:8][CH2:9][CH2:10][N:11]([C:22]1[CH:27]=[CH:26][C:25]([N:28]2[CH2:32][CH2:31][N:30]([CH2:33][C:34]([O:36][CH2:37][CH3:38])=[O:35])[C:29]2=[O:39])=[C:24]([CH2:40][CH3:41])[CH:23]=1)[C:12]([C:14]1[C:15]([Cl:21])=[N:16][CH:17]=[N:18][C:19]=1[Cl:20])=[O:13])(C(C)(C)C)(C)C.Cl.O. Product: [Cl:20][C:19]1[C:14]([C:12]([N:11]([C:22]2[CH:27]=[CH:26][C:25]([N:28]3[CH2:32][CH2:31][N:30]([CH2:33][C:34]([O:36][CH2:37][CH3:38])=[O:35])[C:29]3=[O:39])=[C:24]([CH2:40][CH3:41])[CH:23]=2)[CH2:10][CH2:9][OH:8])=[O:13])=[C:15]([Cl:21])[N:16]=[CH:17][N:18]=1. The catalyst class is: 14. (3) Reactant: [B:1]([C:4]1[CH:5]=[C:6]([CH:23]=[CH:24][CH:25]=1)[CH2:7][O:8][C:9]([C:11]1[CH:12]=[C:13]([B:20]([OH:22])[OH:21])[CH:14]=[C:15]([N+:17]([O-])=O)[CH:16]=1)=[O:10])([OH:3])[OH:2]. Product: [B:1]([C:4]1[CH:5]=[C:6]([CH:23]=[CH:24][CH:25]=1)[CH2:7][O:8][C:9]([C:11]1[CH:12]=[C:13]([B:20]([OH:21])[OH:22])[CH:14]=[C:15]([NH2:17])[CH:16]=1)=[O:10])([OH:2])[OH:3]. The catalyst class is: 171. (4) Reactant: [CH2:1]([O:8][C:9]1[CH:14]=[CH:13][C:12]([CH2:15][C@H:16]([NH:36]C(=O)OCC2C3C=CC=CC=3C3C2=CC=CC=3)[C:17](=[O:35])[N:18]([CH2:27][CH:28]([O:32][CH2:33][CH3:34])[O:29][CH2:30][CH3:31])[CH2:19][C:20]2[CH:25]=[CH:24][CH:23]=[C:22]([F:26])[N:21]=2)=[C:11]([F:54])[CH:10]=1)[C:2]1[CH:7]=[CH:6][CH:5]=[CH:4][CH:3]=1.C1COCC1.C(NCC)C. Product: [NH2:36][C@@H:16]([CH2:15][C:12]1[CH:13]=[CH:14][C:9]([O:8][CH2:1][C:2]2[CH:3]=[CH:4][CH:5]=[CH:6][CH:7]=2)=[CH:10][C:11]=1[F:54])[C:17]([N:18]([CH2:27][CH:28]([O:32][CH2:33][CH3:34])[O:29][CH2:30][CH3:31])[CH2:19][C:20]1[CH:25]=[CH:24][CH:23]=[C:22]([F:26])[N:21]=1)=[O:35]. The catalyst class is: 13. (5) Reactant: [CH3:1][S:2](Cl)(=[O:4])=[O:3].[Cl:6][C:7]1[CH:8]=[C:9]([CH:26]=[C:27]([C:31]([F:34])([F:33])[F:32])[C:28]=1[CH2:29][OH:30])[C:10]([NH:12][CH2:13][C:14]1[CH:19]=[C:18]([Cl:20])[CH:17]=[CH:16][C:15]=1[S:21]([CH2:24][CH3:25])(=[O:23])=[O:22])=[O:11].C(N(CC)CC)C.O. Product: [CH3:1][S:2]([O:30][CH2:29][C:28]1[C:27]([C:31]([F:33])([F:34])[F:32])=[CH:26][C:9]([C:10](=[O:11])[NH:12][CH2:13][C:14]2[CH:19]=[C:18]([Cl:20])[CH:17]=[CH:16][C:15]=2[S:21]([CH2:24][CH3:25])(=[O:23])=[O:22])=[CH:8][C:7]=1[Cl:6])(=[O:4])=[O:3]. The catalyst class is: 2. (6) Reactant: C(O/[CH:4]=[C:5](/[C:11](=O)[CH:12]([F:14])[F:13])\[C:6]([O:8][CH2:9][CH3:10])=[O:7])C.C[N:17](C)/[CH:18]=[CH:19]/[C:20]#[N:21]. Product: [C:20]([C:19]1[CH:18]=[N:17][C:11]([CH:12]([F:13])[F:14])=[C:5]([CH:4]=1)[C:6]([O:8][CH2:9][CH3:10])=[O:7])#[N:21]. The catalyst class is: 3.